From a dataset of Full USPTO retrosynthesis dataset with 1.9M reactions from patents (1976-2016). Predict the reactants needed to synthesize the given product. Given the product [CH3:1][C:2]1[CH:7]=[C:6]([C:8]2[CH:9]=[CH:10][C:11]3[N:17]4[CH2:18][C@H:14]([CH2:15][CH2:16]4)[N:13]([C:24]([N:42]4[CH2:43][CH2:44][CH:40]([CH3:39])[CH2:41]4)=[O:30])[C:12]=3[N:19]=2)[CH:5]=[CH:4][N:3]=1, predict the reactants needed to synthesize it. The reactants are: [CH3:1][C:2]1[CH:7]=[C:6]([C:8]2[CH:9]=[CH:10][C:11]3[N:17]4[CH2:18][C@H:14]([CH2:15][CH2:16]4)[NH:13][C:12]=3[N:19]=2)[CH:5]=[CH:4][N:3]=1.ClC(Cl)(O[C:24](=[O:30])OC(Cl)(Cl)Cl)Cl.C(N(CC)CC)C.[CH3:39][CH:40]1[CH2:44][CH2:43][NH:42][CH2:41]1.